From a dataset of NCI-60 drug combinations with 297,098 pairs across 59 cell lines. Regression. Given two drug SMILES strings and cell line genomic features, predict the synergy score measuring deviation from expected non-interaction effect. Synergy scores: CSS=51.2, Synergy_ZIP=-2.91, Synergy_Bliss=-5.72, Synergy_Loewe=-5.36, Synergy_HSA=-4.07. Cell line: SR. Drug 2: C#CCC(CC1=CN=C2C(=N1)C(=NC(=N2)N)N)C3=CC=C(C=C3)C(=O)NC(CCC(=O)O)C(=O)O. Drug 1: CC1OCC2C(O1)C(C(C(O2)OC3C4COC(=O)C4C(C5=CC6=C(C=C35)OCO6)C7=CC(=C(C(=C7)OC)O)OC)O)O.